From a dataset of Reaction yield outcomes from USPTO patents with 853,638 reactions. Predict the reaction yield, written as a fraction of the theoretical maximum amount of product (1.0 means a 100% yield; for example, 0.34 means a 34% yield). (1) The reactants are [CH3:1][C:2]1[C:7]([OH:8])=[CH:6][CH:5]=[CH:4][N:3]=1.[H-].[Na+].Br[C:12]1[CH:13]=[C:14]([N+]([O-])=O)[C:15]([C:18]#[N:19])=[N:16][CH:17]=1.[C:23]1([SH:29])[CH:28]=[CH:27][CH:26]=[CH:25][CH:24]=1. The catalyst is CN(C=O)C.O. The product is [C:23]1([S:29][C:12]2[CH:13]=[C:14]([O:8][C:7]3[C:2]([CH3:1])=[N:3][CH:4]=[CH:5][CH:6]=3)[C:15]([C:18]#[N:19])=[N:16][CH:17]=2)[CH:28]=[CH:27][CH:26]=[CH:25][CH:24]=1. The yield is 1.00. (2) The reactants are Cl[CH2:2][CH2:3][CH2:4][N:5]1[C:10]2[CH:11]=[C:12]([O:15][CH3:16])[CH:13]=[CH:14][C:9]=2[O:8][CH2:7][C:6]1=[O:17].C([O-])([O-])=O.[K+].[K+].[Na+].[I-].[CH2:26]([CH:30]1[CH2:35][CH2:34][NH:33][CH2:32][CH2:31]1)[CH2:27][CH2:28][CH3:29]. The catalyst is CCCCCCC.CCOC(C)=O. The product is [CH2:26]([CH:30]1[CH2:35][CH2:34][N:33]([CH2:2][CH2:3][CH2:4][N:5]2[C:10]3[CH:11]=[C:12]([O:15][CH3:16])[CH:13]=[CH:14][C:9]=3[O:8][CH2:7][C:6]2=[O:17])[CH2:32][CH2:31]1)[CH2:27][CH2:28][CH3:29]. The yield is 0.850. (3) The reactants are [C:1]([O:5][C:6]([N:8]1[CH2:13][CH2:12][C:11]([CH3:17])([C:14]([OH:16])=O)[CH2:10][CH2:9]1)=[O:7])([CH3:4])([CH3:3])[CH3:2].C(N(CC)CC)C.CN(C(F)=[N+](C)C)C.F[P-](F)(F)(F)(F)F.Cl.[CH2:41]1[C:50]2[C:45](=[CH:46][C:47]([C:51]([O:53][CH3:54])=[O:52])=[CH:48][CH:49]=2)[CH2:44][CH2:43][NH:42]1. The catalyst is CN(C=O)C. The product is [C:1]([O:5][C:6]([N:8]1[CH2:9][CH2:10][C:11]([C:14]([N:42]2[CH2:43][CH2:44][C:45]3[C:50](=[CH:49][CH:48]=[C:47]([C:51]([O:53][CH3:54])=[O:52])[CH:46]=3)[CH2:41]2)=[O:16])([CH3:17])[CH2:12][CH2:13]1)=[O:7])([CH3:2])([CH3:3])[CH3:4]. The yield is 0.820. (4) The reactants are [NH2:1][C:2]1[CH:7]=[CH:6][C:5]([C:8]2[S:33][C:11]3[N:12]([CH2:24][C:25]4[C:30]([F:31])=[CH:29][CH:28]=[CH:27][C:26]=4[F:32])[C:13](=[O:23])[N:14]([C:17]4[CH:22]=[CH:21][CH:20]=[CH:19][CH:18]=4)[C:15](=[O:16])[C:10]=3[C:9]=2[CH2:34][N:35]([CH2:37][C:38]2[CH:43]=[CH:42][CH:41]=[CH:40][CH:39]=2)[CH3:36])=[CH:4][CH:3]=1.N1C=CC=CC=1.Cl.[CH3:51][O:52][NH2:53].C(N(CC)CC)C.C[C:62](N(C)C)=[O:63]. The catalyst is O. The product is [CH2:37]([N:35]([CH2:34][C:9]1[C:10]2[C:15](=[O:16])[N:14]([C:17]3[CH:18]=[CH:19][CH:20]=[CH:21][CH:22]=3)[C:13](=[O:23])[N:12]([CH2:24][C:25]3[C:26]([F:32])=[CH:27][CH:28]=[CH:29][C:30]=3[F:31])[C:11]=2[S:33][C:8]=1[C:5]1[CH:4]=[CH:3][C:2]([NH:1][C:62]([NH:53][O:52][CH3:51])=[O:63])=[CH:7][CH:6]=1)[CH3:36])[C:38]1[CH:39]=[CH:40][CH:41]=[CH:42][CH:43]=1. The yield is 0.982. (5) The reactants are [F:1][C:2]1[CH:7]=[CH:6][C:5]([N:8]2[CH2:13][CH2:12][N:11]([S:14]([C:17]3[CH:18]=[C:19]([C:23](=[O:25])[CH3:24])[CH:20]=[CH:21][CH:22]=3)(=[O:16])=[O:15])[C@H:10]([CH3:26])[CH2:9]2)=[C:4]([C:27]([F:30])([F:29])[F:28])[CH:3]=1.[Si]([C:35]([F:38])([F:37])[F:36])(C)(C)C.CCCC[N+](CCCC)(CCCC)CCCC.[F-]. The catalyst is C([O-])(O)=O.[Na+]. The product is [F:36][C:35]([F:38])([F:37])[C:23]([C:19]1[CH:20]=[CH:21][CH:22]=[C:17]([S:14]([N:11]2[CH2:12][CH2:13][N:8]([C:5]3[CH:6]=[CH:7][C:2]([F:1])=[CH:3][C:4]=3[C:27]([F:30])([F:29])[F:28])[CH2:9][C@H:10]2[CH3:26])(=[O:16])=[O:15])[CH:18]=1)([OH:25])[CH3:24]. The yield is 0.640. (6) The reactants are [F:1][C:2]([F:25])([F:24])[CH2:3][O:4][C:5]1[CH:10]=[CH:9][C:8]([C:11](=O)[CH2:12][C:13](=O)[C:14]([F:17])([F:16])[F:15])=[CH:7][C:6]=1[C:20]([F:23])([F:22])[F:21].[NH2:26][C:27]1[C:31]([C:32]2[CH:37]=[C:36]([CH3:38])[N:35]=[C:34]([CH3:39])[CH:33]=2)=[CH:30][NH:29][N:28]=1. No catalyst specified. The product is [F:1][C:2]([F:25])([F:24])[CH2:3][O:4][C:5]1[CH:10]=[CH:9][C:8]([C:11]2[CH:12]=[C:13]([C:14]([F:17])([F:16])[F:15])[N:28]3[N:29]=[CH:30][C:31]([C:32]4[CH:37]=[C:36]([CH3:38])[N:35]=[C:34]([CH3:39])[CH:33]=4)=[C:27]3[N:26]=2)=[CH:7][C:6]=1[C:20]([F:23])([F:22])[F:21]. The yield is 0.620. (7) The reactants are [C:1]([O:5][C:6](=[O:16])[N:7]([C:9]1[CH:14]=[CH:13][C:12]([OH:15])=[CH:11][CH:10]=1)[CH3:8])([CH3:4])([CH3:3])[CH3:2].C([O-])([O-])=O.[K+].[K+].[Br:23][CH2:24][CH2:25][CH2:26][CH2:27][CH2:28][CH2:29]Br. The catalyst is CC(C)=O. The product is [C:1]([O:5][C:6](=[O:16])[N:7]([C:9]1[CH:10]=[CH:11][C:12]([O:15][CH2:29][CH2:28][CH2:27][CH2:26][CH2:25][CH2:24][Br:23])=[CH:13][CH:14]=1)[CH3:8])([CH3:4])([CH3:2])[CH3:3]. The yield is 0.860. (8) The reactants are C(NC(C)C)(C)C.C([Li])CCC.[CH:13]1([C:18]([O:20][CH3:21])=[O:19])[CH2:17][CH2:16][CH2:15][CH2:14]1.[CH3:22][O:23][CH2:24][CH2:25]Br. The catalyst is O1CCCC1. The product is [CH3:22][O:23][CH2:24][CH2:25][C:13]1([C:18]([O:20][CH3:21])=[O:19])[CH2:17][CH2:16][CH2:15][CH2:14]1. The yield is 0.590. (9) The reactants are [F:1][C:2]([F:15])([F:14])[CH:3]([C:10]([F:13])([F:12])[F:11])[C@@H:4]([C:6]([O:8][CH3:9])=[O:7])[NH2:5].N1C=CC=CC=1.[Br:22][C:23]1[CH:24]=[C:25]([S:29](Cl)(=[O:31])=[O:30])[S:26][C:27]=1[Cl:28].CCOC(C)=O.CCCCCC. The catalyst is C(Cl)Cl. The product is [Br:22][C:23]1[CH:24]=[C:25]([S:29]([NH:5][CH:4]([C:6]([O:8][CH3:9])=[O:7])[CH:3]([C:10]([F:12])([F:11])[F:13])[C:2]([F:14])([F:15])[F:1])(=[O:31])=[O:30])[S:26][C:27]=1[Cl:28]. The yield is 0.831.